From a dataset of Forward reaction prediction with 1.9M reactions from USPTO patents (1976-2016). Predict the product of the given reaction. (1) Given the reactants NC1C=CC=C2C=1N=C(C[N:13]1[C:21](=[O:22])[C:20]3[C:15](=[CH:16][CH:17]=[CH:18][CH:19]=3)[C:14]1=[O:23])C(C1C=CC=CC=1Cl)=N2.CC(C)=O.Cl.N([O-])=O.[Na+].[I-].[K+], predict the reaction product. The product is: [C:14]1(=[O:23])[C:15]2[C:20](=[CH:19][CH:18]=[CH:17][CH:16]=2)[C:21](=[O:22])[NH:13]1. (2) Given the reactants [C:1]([CH:4]([C:12](=[O:22])[CH2:13][C:14]1[CH:19]=[CH:18][C:17]([CH2:20][CH3:21])=[CH:16][CH:15]=1)C(OC(C)(C)C)=O)(=[O:3])[CH3:2], predict the reaction product. The product is: [CH2:20]([C:17]1[CH:18]=[CH:19][C:14]([CH2:13][C:12](=[O:22])[CH:4]=[C:1]([OH:3])[CH3:2])=[CH:15][CH:16]=1)[CH3:21]. (3) The product is: [NH2:1][C:2]1[N:7]=[C:6]([N:8]([CH3:15])[C:9]2[CH:10]=[CH:11][CH:12]=[CH:13][CH:14]=2)[N:5]=[C:4]([C:16]2[N:20]=[C:19]([C:21]3[CH:22]=[CH:23][C:24]([O:27][CH2:29][C:30]#[N:31])=[N:25][CH:26]=3)[O:18][N:17]=2)[N:3]=1. Given the reactants [NH2:1][C:2]1[N:7]=[C:6]([N:8]([CH3:15])[C:9]2[CH:14]=[CH:13][CH:12]=[CH:11][CH:10]=2)[N:5]=[C:4]([C:16]2[N:20]=[C:19]([C:21]3[CH:22]=[CH:23][C:24]([OH:27])=[N:25][CH:26]=3)[O:18][N:17]=2)[N:3]=1.I[CH2:29][C:30]#[N:31].C(=O)([O-])[O-].[Cs+].[Cs+], predict the reaction product. (4) Given the reactants [C:1]([O:5][C:6]([N:8]1[CH2:13][CH2:12][C:11](=O)[CH2:10][CH2:9]1)=[O:7])([CH3:4])([CH3:3])[CH3:2].[OH:15][CH:16]1[CH2:21][CH2:20][NH:19][CH2:18][CH2:17]1.C(O)(=O)C.C(O[BH-](OC(=O)C)OC(=O)C)(=O)C.[Na+], predict the reaction product. The product is: [C:1]([O:5][C:6]([N:8]1[CH2:13][CH2:12][CH:11]([N:19]2[CH2:20][CH2:21][CH:16]([OH:15])[CH2:17][CH2:18]2)[CH2:10][CH2:9]1)=[O:7])([CH3:4])([CH3:3])[CH3:2]. (5) The product is: [CH3:4][O:5][C:6]1[CH:7]=[CH:8][C:9]([CH2:10][N:11]2[CH:15]=[C:14]([C:16]3[N:17]=[C:18]([O:21][C:22]4[CH:27]=[CH:26][CH:25]=[C:24]([CH3:28])[N:23]=4)[S:19][CH:20]=3)[C:13]([C:29](=[O:30])[CH3:1])=[N:12]2)=[CH:35][CH:36]=1. Given the reactants [CH3:1][Mg]Br.[CH3:4][O:5][C:6]1[CH:36]=[CH:35][C:9]([CH2:10][N:11]2[CH:15]=[C:14]([C:16]3[N:17]=[C:18]([O:21][C:22]4[CH:27]=[CH:26][CH:25]=[C:24]([CH3:28])[N:23]=4)[S:19][CH:20]=3)[C:13]([C:29](N(OC)C)=[O:30])=[N:12]2)=[CH:8][CH:7]=1, predict the reaction product.